Task: Predict the reaction yield, written as a fraction of the theoretical maximum amount of product (1.0 means a 100% yield; for example, 0.34 means a 34% yield).. Dataset: Reaction yield outcomes from USPTO patents with 853,638 reactions (1) The yield is 0.520. The reactants are [CH3:1][N:2]1[CH2:7][CH2:6][N:5]([C:8]([C:10]2[CH:33]=[CH:32][C:13]3[N:14]([C:17]4[N:22]=[C:21]([NH:23][C@H:24]([C:26]5[CH:31]=[CH:30][CH:29]=[CH:28][CH:27]=5)[CH3:25])[CH:20]=[N:19][CH:18]=4)[CH:15]=[N:16][C:12]=3[CH:11]=2)=O)[CH2:4][CH2:3]1.[H-].[H-].[H-].[H-].[Li+].[Al+3].O.[OH-].[Na+]. The catalyst is C1COCC1. The product is [CH3:1][N:2]1[CH2:7][CH2:6][N:5]([CH2:8][C:10]2[CH:33]=[CH:32][C:13]3[N:14]([C:17]4[N:22]=[C:21]([NH:23][C@H:24]([C:26]5[CH:27]=[CH:28][CH:29]=[CH:30][CH:31]=5)[CH3:25])[CH:20]=[N:19][CH:18]=4)[CH:15]=[N:16][C:12]=3[CH:11]=2)[CH2:4][CH2:3]1. (2) The reactants are [NH:1]1[C:5]2=[N:6][CH:7]=[CH:8][CH:9]=[C:4]2[C:3]([C:10]#[N:11])=[N:2]1.[Br:12][C:13]1[CH:14]=[C:15](B(O)O)[CH:16]=[CH:17][CH:18]=1.N1C=CC=CC=1. The catalyst is CN(C)C=O.C(=O)(O)[O-].[Na+].O.C([O-])(=O)C.[Cu+2].C([O-])(=O)C. The product is [Br:12][C:13]1[CH:18]=[C:17]([N:1]2[C:5]3=[N:6][CH:7]=[CH:8][CH:9]=[C:4]3[C:3]([C:10]#[N:11])=[N:2]2)[CH:16]=[CH:15][CH:14]=1. The yield is 0.430.